Dataset: Forward reaction prediction with 1.9M reactions from USPTO patents (1976-2016). Task: Predict the product of the given reaction. (1) Given the reactants [CH3:1][O:2][C:3]1[CH:11]=[CH:10][C:9]2[C:5](=[C:6]([C:13]#N)[N:7]([CH3:12])[N:8]=2)[CH:4]=1.[OH-:15].[Na+].C[OH:18], predict the reaction product. The product is: [CH3:1][O:2][C:3]1[CH:11]=[CH:10][C:9]2[C:5](=[C:6]([C:13]([OH:18])=[O:15])[N:7]([CH3:12])[N:8]=2)[CH:4]=1. (2) Given the reactants [CH3:1][C:2]1([CH3:38])[CH2:11][CH2:10][C:9]2[C:8]([N:12]3[CH2:16][CH2:15][CH2:14][CH2:13]3)=[N:7][C:6]3[S:17][C:18]4[C:23]([NH:24][CH2:25][CH2:26][N:27]5[CH2:32][CH2:31][N:30]([C:33](OCC)=O)[CH2:29][CH2:28]5)=[N:22][CH:21]=[N:20][C:19]=4[C:5]=3[C:4]=2[CH2:3]1.[H-].[Al+3].[Li+].[H-].[H-].[H-].O.[OH-].[Na+], predict the reaction product. The product is: [CH3:1][C:2]1([CH3:38])[CH2:11][CH2:10][C:9]2[C:8]([N:12]3[CH2:13][CH2:14][CH2:15][CH2:16]3)=[N:7][C:6]3[S:17][C:18]4[C:19](=[N:20][CH:21]=[N:22][C:23]=4[NH:24][CH2:25][CH2:26][N:27]4[CH2:28][CH2:29][N:30]([CH3:33])[CH2:31][CH2:32]4)[C:5]=3[C:4]=2[CH2:3]1. (3) Given the reactants [N+:1]([C:4]1[CH:5]=[C:6]([CH:16]=[CH:17][CH:18]=1)[O:7][CH2:8][CH2:9][N:10]1[CH2:15][CH2:14][O:13][CH2:12][CH2:11]1)([O-])=O.[H][H], predict the reaction product. The product is: [N:10]1([CH2:9][CH2:8][O:7][C:6]2[CH:5]=[C:4]([NH2:1])[CH:18]=[CH:17][CH:16]=2)[CH2:15][CH2:14][O:13][CH2:12][CH2:11]1. (4) Given the reactants [CH:1]([C:3]1[N:4]=[CH:5][NH:6][C:7]=1[C:8]([O:10][CH3:11])=[O:9])=O.[O-]S([O-])(=O)=O.[Na+].[Na+].[CH2:19]([NH:26][CH2:27][CH2:28][OH:29])[C:20]1[CH:25]=[CH:24][CH:23]=[CH:22][CH:21]=1.C(O[BH-](OC(=O)C)OC(=O)C)(=O)C.[Na+], predict the reaction product. The product is: [CH2:19]([N:26]([CH2:1][C:3]1[N:4]=[CH:5][NH:6][C:7]=1[C:8]([O:10][CH3:11])=[O:9])[CH2:27][CH2:28][OH:29])[C:20]1[CH:25]=[CH:24][CH:23]=[CH:22][CH:21]=1.